Predict the reaction yield, written as a fraction of the theoretical maximum amount of product (1.0 means a 100% yield; for example, 0.34 means a 34% yield). From a dataset of Reaction yield outcomes from USPTO patents with 853,638 reactions. (1) The reactants are FC(F)(F)S(O[C:7]1[C:12]([C:13](=[O:15])[CH3:14])=[CH:11][C:10]([Cl:16])=[C:9]([CH3:17])[C:8]=1[C:18]#[N:19])(=O)=O.[F:22][C:23]1[CH:24]=[C:25](B(O)O)[CH:26]=[C:27]([F:29])[CH:28]=1.C(=O)([O-])O.[Na+].O.N#N. The catalyst is C1(C)C=CC=CC=1.C1C=CC([P]([Pd]([P](C2C=CC=CC=2)(C2C=CC=CC=2)C2C=CC=CC=2)([P](C2C=CC=CC=2)(C2C=CC=CC=2)C2C=CC=CC=2)[P](C2C=CC=CC=2)(C2C=CC=CC=2)C2C=CC=CC=2)(C2C=CC=CC=2)C2C=CC=CC=2)=CC=1. The product is [C:13]([C:12]1[CH:11]=[C:10]([Cl:16])[C:9]([CH3:17])=[C:8]([C:18]#[N:19])[C:7]=1[C:25]1[CH:24]=[C:23]([F:22])[CH:28]=[C:27]([F:29])[CH:26]=1)(=[O:15])[CH3:14]. The yield is 0.480. (2) The reactants are Br[C:2]1[CH:3]=[C:4]2[C:9](=[CH:10][CH:11]=1)[NH:8][C:7](=[O:12])[CH2:6][CH2:5]2.[F:13][C:14]([F:25])([F:24])[C:15]1[CH:20]=[CH:19][C:18](B(O)O)=[CH:17][CH:16]=1.C(=O)(O)[O-].[Na+].O. The catalyst is CN(C)C=O.C(OCC)(=O)C.C1C=CC([P]([Pd]([P](C2C=CC=CC=2)(C2C=CC=CC=2)C2C=CC=CC=2)([P](C2C=CC=CC=2)(C2C=CC=CC=2)C2C=CC=CC=2)[P](C2C=CC=CC=2)(C2C=CC=CC=2)C2C=CC=CC=2)(C2C=CC=CC=2)C2C=CC=CC=2)=CC=1.CO. The product is [F:13][C:14]([F:25])([F:24])[C:15]1[CH:20]=[CH:19][C:18]([C:2]2[CH:3]=[C:4]3[C:9](=[CH:10][CH:11]=2)[NH:8][C:7](=[O:12])[CH2:6][CH2:5]3)=[CH:17][CH:16]=1. The yield is 0.750. (3) The reactants are C([Sn](Cl)(Cl)CCCC)CCC.[Cl:12][C:13]1[CH:18]=[CH:17][C:16]([C:19]2[N:23]([CH:24]([CH:34]3[CH2:39][CH2:38][CH2:37][CH2:36][CH2:35]3)[CH2:25]OCC3CCCCC3)[C:22]3[CH:40]=[C:41]([F:45])[C:42]([F:44])=[CH:43][C:21]=3[N:20]=2)=[CH:15][CH:14]=1.[NH2:46][C:47]1[CH:54]=[CH:53][C:50]([C:51]#[N:52])=[CH:49][CH:48]=1.C1([SiH3])C=CC=CC=1. The catalyst is O1CCCC1. The product is [Cl:12][C:13]1[CH:18]=[CH:17][C:16]([C:19]2[N:23]([CH:24]([CH:34]3[CH2:35][CH2:36][CH2:37][CH2:38][CH2:39]3)[CH2:25][NH:46][C:47]3[CH:54]=[CH:53][C:50]([C:51]#[N:52])=[CH:49][CH:48]=3)[C:22]3[CH:40]=[C:41]([F:45])[C:42]([F:44])=[CH:43][C:21]=3[N:20]=2)=[CH:15][CH:14]=1. The yield is 0.670. (4) The reactants are [CH2:1]([O:4][C:5]([O:7][C@@H:8]1[C@@H:17]([CH2:18][O:19][Si](C(C)(C)C)(C)C)[O:16][C@H:11]([O:12]/[CH:13]=[CH:14]/[CH3:15])[C@H:10]([O:27][CH2:28][CH2:29][C@H:30]([O:42][C:43]([O:45][CH2:46][CH:47]=[CH2:48])=[O:44])[CH2:31][CH2:32][CH2:33][CH2:34][CH2:35][CH2:36][CH2:37][CH2:38][CH2:39][CH2:40][CH3:41])[C@H:9]1[O:49][CH2:50][CH2:51][CH2:52][CH2:53][CH2:54][CH2:55][CH2:56][CH2:57][CH2:58][CH2:59][CH2:60][CH3:61])=[O:6])[CH:2]=[CH2:3].F. The catalyst is C(Cl)Cl.C(#N)C.C(OCC)(=O)C. The product is [CH2:1]([O:4][C:5]([O:7][C@@H:8]1[C@@H:17]([CH2:18][OH:19])[O:16][C@H:11]([O:12]/[CH:13]=[CH:14]/[CH3:15])[C@H:10]([O:27][CH2:28][CH2:29][C@H:30]([O:42][C:43]([O:45][CH2:46][CH:47]=[CH2:48])=[O:44])[CH2:31][CH2:32][CH2:33][CH2:34][CH2:35][CH2:36][CH2:37][CH2:38][CH2:39][CH2:40][CH3:41])[C@H:9]1[O:49][CH2:50][CH2:51][CH2:52][CH2:53][CH2:54][CH2:55][CH2:56][CH2:57][CH2:58][CH2:59][CH2:60][CH3:61])=[O:6])[CH:2]=[CH2:3]. The yield is 0.640. (5) The reactants are [CH:1]1([C:4]2[CH:8]=[C:7](I)[S:6][N:5]=2)[CH2:3][CH2:2]1.C([Li])CCC.[CH2:15]([Sn:19]([CH2:25][CH2:26][CH2:27][CH3:28])([CH2:21][CH2:22][CH2:23][CH3:24])Cl)[CH2:16][CH2:17][CH3:18].C(=O)(O)[O-].[Na+]. The catalyst is C1COCC1. The product is [CH:1]1([C:4]2[CH:8]=[C:7]([Sn:19]([CH2:21][CH2:22][CH2:23][CH3:24])([CH2:25][CH2:26][CH2:27][CH3:28])[CH2:15][CH2:16][CH2:17][CH3:18])[S:6][N:5]=2)[CH2:3][CH2:2]1. The yield is 0.870. (6) The reactants are [C:1]([C:3]1[CH:8]=[CH:7][CH:6]=[CH:5][C:4]=1[F:9])#[CH:2].[N+:10]([CH:13](C(OC)=O)[C:14]([O:16][CH3:17])=[O:15])([O-])=[O:11]. The catalyst is C1(C)C=C(C)C=C(C)C=1. The product is [F:9][C:4]1[CH:5]=[CH:6][CH:7]=[CH:8][C:3]=1[C:1]1[O:11][N:10]=[C:13]([C:14]([O:16][CH3:17])=[O:15])[CH:2]=1. The yield is 0.730. (7) The reactants are FC(F)(F)S(O)(=O)=O.[N+:9]([O-:12])(O)=[O:10].[CH:13]12[CH2:30][CH:20]([CH2:21][N:22]([C:24](=[O:29])[C:25]([F:28])([F:27])[F:26])[CH2:23]1)[C:19]1[CH:18]=[CH:17][CH:16]=[CH:15][C:14]2=1. The catalyst is C(Cl)Cl. The product is [N+:9]([C:17]1[CH:16]=[CH:15][C:14]2[CH:13]3[CH2:30][CH:20]([CH2:21][N:22]([C:24](=[O:29])[C:25]([F:27])([F:26])[F:28])[CH2:23]3)[C:19]=2[CH:18]=1)([O-:12])=[O:10]. The yield is 0.780. (8) The reactants are O.O.[Sn](Cl)Cl.[CH2:6]([O:8][C:9]([C:11]1[S:12][CH:13]=[C:14]([C:16]2[CH:21]=[CH:20][CH:19]=[C:18]([N+:22]([O-])=O)[CH:17]=2)[N:15]=1)=[O:10])[CH3:7].[OH-].[K+]. The catalyst is C(O)C.Cl.O. The product is [CH2:6]([O:8][C:9]([C:11]1[S:12][CH:13]=[C:14]([C:16]2[CH:21]=[CH:20][CH:19]=[C:18]([NH2:22])[CH:17]=2)[N:15]=1)=[O:10])[CH3:7]. The yield is 0.600. (9) The reactants are [H-].[Na+].[Cl:3][C:4]1[N:9]=[CH:8][C:7]([OH:10])=[CH:6][C:5]=1[F:11].[CH2:12](Br)[C:13]1[CH:18]=[CH:17][CH:16]=[CH:15][CH:14]=1.O. The catalyst is CN(C=O)C. The product is [CH2:12]([O:10][C:7]1[CH:6]=[C:5]([F:11])[C:4]([Cl:3])=[N:9][CH:8]=1)[C:13]1[CH:18]=[CH:17][CH:16]=[CH:15][CH:14]=1. The yield is 0.950. (10) The reactants are C[NH2:2].[CH2:3]([C:5]1[CH:6]=[CH:7][CH:8]=[C:9]2[C:13]=1[NH:12][C:11]([CH:14]=O)=[C:10]2[CH3:16])[CH3:4].[BH4-].[Na+].O. The catalyst is CO. The product is [CH3:4][CH2:3][C:5]1[C:13]2[NH:12][C:11]([CH2:14][NH2:2])=[C:10]([CH3:16])[C:9]=2[CH:8]=[CH:7][CH:6]=1. The yield is 0.750.